This data is from TCR-epitope binding with 47,182 pairs between 192 epitopes and 23,139 TCRs. The task is: Binary Classification. Given a T-cell receptor sequence (or CDR3 region) and an epitope sequence, predict whether binding occurs between them. (1) Result: 1 (the TCR binds to the epitope). The epitope is FVDGVPFVV. The TCR CDR3 sequence is CASSRTGGEQYF. (2) The epitope is YLNTLTLAV. The TCR CDR3 sequence is CASSQYGGTEAFF. Result: 1 (the TCR binds to the epitope). (3) The epitope is GLNKIVRMY. The TCR CDR3 sequence is CASSPLGGNTEAFF. Result: 0 (the TCR does not bind to the epitope). (4) The epitope is FADDLNQLTGY. The TCR CDR3 sequence is CASSFPVSRAHGYTF. Result: 1 (the TCR binds to the epitope). (5) Result: 0 (the TCR does not bind to the epitope). The TCR CDR3 sequence is CASSQGLAGDNEQYF. The epitope is TPRVTGGGAM. (6) The epitope is KLPDDFTGCV. The TCR CDR3 sequence is CASSPTSGSSYEQYF. Result: 1 (the TCR binds to the epitope). (7) Result: 1 (the TCR binds to the epitope). The TCR CDR3 sequence is CAFPKGGAMGTEAFF. The epitope is RAKFKQLL.